From a dataset of Forward reaction prediction with 1.9M reactions from USPTO patents (1976-2016). Predict the product of the given reaction. (1) Given the reactants [NH2:1][C:2]1[CH:7]=[CH:6][C:5]([Br:8])=[CH:4][C:3]=1[CH2:9][C:10]#[N:11].[N:12]([O-])=O.[Na+].[OH-].[NH4+], predict the reaction product. The product is: [Br:8][C:5]1[CH:4]=[C:3]2[C:2](=[CH:7][CH:6]=1)[NH:1][N:12]=[C:9]2[C:10]#[N:11]. (2) Given the reactants [C:1]([O:5][C:6]([N:8]1[CH2:12][C@@H:11]([CH2:13][NH:14][CH2:15][C:16]2[CH:21]=[CH:20][CH:19]=[CH:18][CH:17]=2)[C@H:10]([CH2:22][C:23]2[CH:28]=[CH:27][CH:26]=[CH:25][CH:24]=2)[CH2:9]1)=[O:7])([CH3:4])([CH3:3])[CH3:2].[O:29]=[C:30]1[CH2:39][CH:38]([C:40](O)=[O:41])[C:37]2[C:32](=[CH:33][CH:34]=[CH:35][CH:36]=2)[NH:31]1, predict the reaction product. The product is: [C:1]([O:5][C:6]([N:8]1[CH2:12][C@@H:11]([CH2:13][N:14]([CH2:15][C:16]2[CH:21]=[CH:20][CH:19]=[CH:18][CH:17]=2)[C:40]([CH:38]2[C:37]3[C:32](=[CH:33][CH:34]=[CH:35][CH:36]=3)[NH:31][C:30](=[O:29])[CH2:39]2)=[O:41])[C@H:10]([CH2:22][C:23]2[CH:24]=[CH:25][CH:26]=[CH:27][CH:28]=2)[CH2:9]1)=[O:7])([CH3:4])([CH3:2])[CH3:3].